From a dataset of Full USPTO retrosynthesis dataset with 1.9M reactions from patents (1976-2016). Predict the reactants needed to synthesize the given product. (1) Given the product [CH2:15]([CH:18]1[CH2:23][CH2:22][N:21]([C:2]([O:4][CH2:5][C:6]2[CH:11]=[CH:10][C:9]([N+:12]([O-:14])=[O:13])=[CH:8][CH:7]=2)=[O:3])[CH2:20][CH2:19]1)[C:16]#[CH:17], predict the reactants needed to synthesize it. The reactants are: Cl[C:2]([O:4][CH2:5][C:6]1[CH:11]=[CH:10][C:9]([N+:12]([O-:14])=[O:13])=[CH:8][CH:7]=1)=[O:3].[CH2:15]([CH:18]1[CH2:23][CH2:22][N:21](C(OC(C)(C)C)=O)[CH2:20][CH2:19]1)[C:16]#[CH:17]. (2) Given the product [CH:29]([N:27]1[C:26](=[O:32])[CH:25]=[CH:24][C:23]([C:14]2[S:13][C:12]([NH:11][CH:1]=[O:3])=[N:16][C:15]=2[C:17]2[CH:18]=[CH:19][CH:20]=[CH:21][CH:22]=2)=[N:28]1)([CH3:31])[CH3:30], predict the reactants needed to synthesize it. The reactants are: [CH:1]([OH:3])=O.C(OC(=O)C)(=O)C.[NH2:11][C:12]1[S:13][C:14]([C:23]2[CH:24]=[CH:25][C:26](=[O:32])[N:27]([CH:29]([CH3:31])[CH3:30])[N:28]=2)=[C:15]([C:17]2[CH:22]=[CH:21][CH:20]=[CH:19][CH:18]=2)[N:16]=1.C(=O)([O-])O.[Na+].